From a dataset of Forward reaction prediction with 1.9M reactions from USPTO patents (1976-2016). Predict the product of the given reaction. (1) The product is: [CH2:1]([O:3][C:4](=[O:28])[CH:5]([C:6]1[NH:7][C:8]2[C:13]([C:14]=1[S:15][C:16]([CH3:18])([CH3:19])[CH3:17])=[CH:12][C:11]([S:20][C:21]1[CH:26]=[CH:25][C:24]([CH3:27])=[CH:23][N:22]=1)=[CH:10][CH:9]=2)[CH2:29][C:30]1[CH:35]=[CH:34][CH:33]=[CH:32][CH:31]=1)[CH3:2]. Given the reactants [CH2:1]([O:3][C:4](=[O:28])[CH2:5][C:6]1[NH:7][C:8]2[C:13]([C:14]=1[S:15][C:16]([CH3:19])([CH3:18])[CH3:17])=[CH:12][C:11]([S:20][C:21]1[CH:26]=[CH:25][C:24]([CH3:27])=[CH:23][N:22]=1)=[CH:10][CH:9]=2)[CH3:2].[CH2:29](Br)[C:30]1[CH:35]=[CH:34][CH:33]=[CH:32][CH:31]=1, predict the reaction product. (2) Given the reactants C(N(CC)C(C)C)(C)C.[O:10]1[C:14]2[CH:15]=[CH:16][CH:17]=[CH:18][C:13]=2[CH:12]=[C:11]1[CH:19]([OH:23])[CH2:20][NH:21][CH3:22].[Cl:24][C:25]1[CH:47]=[CH:46][C:28]([CH2:29][NH:30][C:31]([C:33]2[C:34](=[O:45])[C:35]3[CH:42]=[C:41]([CH2:43]Cl)[O:40][C:36]=3[N:37]([CH3:39])[CH:38]=2)=[O:32])=[CH:27][CH:26]=1.O, predict the reaction product. The product is: [O:10]1[C:14]2[CH:15]=[CH:16][CH:17]=[CH:18][C:13]=2[CH:12]=[C:11]1[CH:19]([OH:23])[CH2:20][N:21]([CH2:43][C:41]1[O:40][C:36]2[N:37]([CH3:39])[CH:38]=[C:33]([C:31]([NH:30][CH2:29][C:28]3[CH:27]=[CH:26][C:25]([Cl:24])=[CH:47][CH:46]=3)=[O:32])[C:34](=[O:45])[C:35]=2[CH:42]=1)[CH3:22]. (3) Given the reactants [CH3:1][C:2]1[C:7]([CH2:8][OH:9])=[CH:6][N:5]=[C:4]([CH3:10])[C:3]=1[OH:11].Cl.CC(=NO)C(C)=NO.I[C:22]1[CH:29]=[CH:28][C:25]([C:26]#[N:27])=[CH:24][CH:23]=1.C(=O)([O-])[O-].[Cs+].[Cs+], predict the reaction product. The product is: [OH:9][CH2:8][C:7]1[C:2]([CH3:1])=[C:3]([O:11][C:22]2[CH:29]=[CH:28][C:25]([C:26]#[N:27])=[CH:24][CH:23]=2)[C:4]([CH3:10])=[N:5][CH:6]=1. (4) Given the reactants [CH:1]([O:4][C:5]1[CH:10]=[CH:9][C:8]([CH:11]2[N:20]=[C:19]([OH:21])[C:18]3[C:13](=[CH:14][C:15]([O:22][CH3:23])=[CH:16][CH:17]=3)[NH:12]2)=[CH:7][CH:6]=1)([CH3:3])[CH3:2].C(C1C(=O)C(Cl)=C(Cl)C(=O)C=1C#N)#N, predict the reaction product. The product is: [CH:1]([O:4][C:5]1[CH:10]=[CH:9][C:8]([C:11]2[N:20]=[C:19]([OH:21])[C:18]3[C:13](=[CH:14][C:15]([O:22][CH3:23])=[CH:16][CH:17]=3)[N:12]=2)=[CH:7][CH:6]=1)([CH3:3])[CH3:2]. (5) Given the reactants [Br:1][C:2]1[CH:3]=[C:4]2[C:9](=[CH:10][CH:11]=1)[C:8](=[O:12])O[C:6]([C:13]([OH:15])=[O:14])=[C:5]2[C:16]1[CH:21]=[CH:20][CH:19]=[CH:18][CH:17]=1.[NH2:22][CH2:23][C:24]1[CH:32]=[CH:31][C:27]2[O:28][CH2:29][CH2:30][C:26]=2[CH:25]=1.C(N(CC)CC)C, predict the reaction product. The product is: [Br:1][C:2]1[CH:3]=[C:4]2[C:9](=[CH:10][CH:11]=1)[C:8](=[O:12])[N:22]([CH2:23][C:24]1[CH:32]=[CH:31][C:27]3[O:28][CH2:29][CH2:30][C:26]=3[CH:25]=1)[C:6]([C:13]([OH:15])=[O:14])=[C:5]2[C:16]1[CH:21]=[CH:20][CH:19]=[CH:18][CH:17]=1. (6) Given the reactants [F:1][C:2]1[CH:7]=[CH:6][C:5]([C:8]2[S:12][C:11]([CH3:13])=[N:10][C:9]=2[C:14]([N:16]2[CH2:21][CH2:20][CH2:19][C@@H:18]([CH3:22])[C@@H:17]2[CH2:23][NH:24]C(=O)OC(C)(C)C)=[O:15])=[CH:4][CH:3]=1.C(O)(C(F)(F)F)=O, predict the reaction product. The product is: [NH2:24][CH2:23][C@@H:17]1[C@@H:18]([CH3:22])[CH2:19][CH2:20][CH2:21][N:16]1[C:14]([C:9]1[N:10]=[C:11]([CH3:13])[S:12][C:8]=1[C:5]1[CH:4]=[CH:3][C:2]([F:1])=[CH:7][CH:6]=1)=[O:15]. (7) Given the reactants [Cl:1][C:2]1[CH:3]=[C:4]([NH:9][C:10]([C:12]2[C:16]([CH2:17][OH:18])=[N:15][O:14][N:13]=2)=[O:11])[CH:5]=[CH:6][C:7]=1[F:8].CC(OI1(OC(C)=O)(OC(C)=O)OC(=O)C2C=CC=CC1=2)=O, predict the reaction product. The product is: [Cl:1][C:2]1[CH:3]=[C:4]([NH:9][C:10]([C:12]2[C:16]([CH:17]=[O:18])=[N:15][O:14][N:13]=2)=[O:11])[CH:5]=[CH:6][C:7]=1[F:8]. (8) Given the reactants Cl[CH2:2][C:3]([NH:5][C:6]1[CH:7]=[C:8]2[C:13](=[CH:14][CH:15]=1)[CH:12]=[N:11][CH:10]=[CH:9]2)=[O:4].[NH:16]1[CH2:21][CH2:20][O:19][CH2:18][CH2:17]1, predict the reaction product. The product is: [NH3:5].[CH:12]1[C:13]2[C:8](=[CH:7][C:6]([NH:5][C:3](=[O:4])[CH2:2][N:16]3[CH2:21][CH2:20][O:19][CH2:18][CH2:17]3)=[CH:15][CH:14]=2)[CH:9]=[CH:10][N:11]=1.